From a dataset of NCI-60 drug combinations with 297,098 pairs across 59 cell lines. Regression. Given two drug SMILES strings and cell line genomic features, predict the synergy score measuring deviation from expected non-interaction effect. Drug 1: CC1C(C(CC(O1)OC2CC(OC(C2O)C)OC3=CC4=CC5=C(C(=O)C(C(C5)C(C(=O)C(C(C)O)O)OC)OC6CC(C(C(O6)C)O)OC7CC(C(C(O7)C)O)OC8CC(C(C(O8)C)O)(C)O)C(=C4C(=C3C)O)O)O)O. Drug 2: C(CN)CNCCSP(=O)(O)O. Cell line: NCI-H322M. Synergy scores: CSS=37.3, Synergy_ZIP=0.616, Synergy_Bliss=0.672, Synergy_Loewe=-56.7, Synergy_HSA=-0.897.